From a dataset of TCR-epitope binding with 47,182 pairs between 192 epitopes and 23,139 TCRs. Binary Classification. Given a T-cell receptor sequence (or CDR3 region) and an epitope sequence, predict whether binding occurs between them. (1) The epitope is RLQSLQTYV. The TCR CDR3 sequence is CATSGGTGHQPQHF. Result: 1 (the TCR binds to the epitope). (2) The epitope is VTEHDTLLY. The TCR CDR3 sequence is CASSSATGITGELFF. Result: 0 (the TCR does not bind to the epitope). (3) The epitope is RLRAEAQVK. The TCR CDR3 sequence is CATSDTGSFTDTQYF. Result: 0 (the TCR does not bind to the epitope). (4) The epitope is KLPDDFTGCV. The TCR CDR3 sequence is CASSQGSRVGNEQFF. Result: 1 (the TCR binds to the epitope).